Dataset: Catalyst prediction with 721,799 reactions and 888 catalyst types from USPTO. Task: Predict which catalyst facilitates the given reaction. (1) Reactant: Cl.[O:2]1[CH2:7][CH2:6][N:5]([CH2:8][CH2:9]Cl)[CH2:4][CH2:3]1.[NH2:11][CH2:12][CH2:13][OH:14].[Cl-].[Na+]. Product: [O:2]1[CH2:7][CH2:6][N:5]([CH2:8][CH2:9][NH:11][CH2:12][CH2:13][OH:14])[CH2:4][CH2:3]1. The catalyst class is: 6. (2) Reactant: [CH:1]12[CH2:14][CH:7]([CH:8]3[CH:10]1[CH:9]3[C:11](O)=[O:12])[CH:6]1[CH:2]2[CH2:3][CH2:4][CH2:5]1.C(Cl)(=O)C([Cl:18])=O. Product: [CH:1]12[CH2:14][CH:7]([CH:8]3[CH:10]1[CH:9]3[C:11]([Cl:18])=[O:12])[CH:6]1[CH:2]2[CH2:3][CH2:4][CH2:5]1. The catalyst class is: 120. (3) Reactant: B(Br)(Br)Br.C[O:6][C:7]1[CH:8]=[C:9]2[C:13](=[CH:14][CH:15]=1)[CH:12]([C:16]1[CH:29]=[CH:28][C:19]([O:20][CH2:21][CH2:22][N:23]3[CH2:27][CH2:26][CH2:25][CH2:24]3)=[CH:18][CH:17]=1)[CH:11]([C:30]1[CH:35]=[CH:34][C:33]([O:36]C)=[CH:32][CH:31]=1)[CH2:10]2. Product: [OH:36][C:33]1[CH:32]=[CH:31][C:30]([CH:11]2[CH2:10][C:9]3[C:13](=[CH:14][CH:15]=[C:7]([OH:6])[CH:8]=3)[CH:12]2[C:16]2[CH:29]=[CH:28][C:19]([O:20][CH2:21][CH2:22][N:23]3[CH2:24][CH2:25][CH2:26][CH2:27]3)=[CH:18][CH:17]=2)=[CH:35][CH:34]=1. The catalyst class is: 4. (4) Reactant: [CH2:1]([SH:6])[CH2:2][CH2:3][CH2:4][CH3:5].[H-].[Na+].CS(O[CH:14]1[CH2:17][N:16]([CH:18]([C:25]2[CH:30]=[CH:29][CH:28]=[CH:27][CH:26]=2)[C:19]2[CH:24]=[CH:23][CH:22]=[CH:21][CH:20]=2)[CH2:15]1)(=O)=O.C([O-])(O)=O.[Na+]. Product: [C:19]1([CH:18]([C:25]2[CH:30]=[CH:29][CH:28]=[CH:27][CH:26]=2)[N:16]2[CH2:17][CH:14]([S:6][CH2:1][CH2:2][CH2:3][CH2:4][CH3:5])[CH2:15]2)[CH:20]=[CH:21][CH:22]=[CH:23][CH:24]=1. The catalyst class is: 16. (5) Reactant: C([O:3][C:4]([C:6]1[CH:7]=[C:8]2[C:13](=[CH:14][CH:15]=1)[NH:12][CH:11]([C:16]1[CH:21]=[CH:20][CH:19]=[C:18]([N:22]3[CH2:27][CH2:26][N:25]([C:28]4[CH:33]=[CH:32][CH:31]=[CH:30][C:29]=4[CH3:34])[CH2:24][CH2:23]3)[CH:17]=1)[C:10]([CH3:36])([CH3:35])[CH2:9]2)=[O:5])C.[OH-].[Na+].Cl. Product: [CH3:35][C:10]1([CH3:36])[CH2:9][C:8]2[C:13](=[CH:14][CH:15]=[C:6]([C:4]([OH:5])=[O:3])[CH:7]=2)[NH:12][CH:11]1[C:16]1[CH:21]=[CH:20][CH:19]=[C:18]([N:22]2[CH2:23][CH2:24][N:25]([C:28]3[CH:33]=[CH:32][CH:31]=[CH:30][C:29]=3[CH3:34])[CH2:26][CH2:27]2)[CH:17]=1. The catalyst class is: 364. (6) Reactant: C[O:2][C:3](=O)[C:4]1[CH:9]=[C:8]([OH:10])[CH:7]=[N:6][CH:5]=1.[CH3:12][C:13]([CH3:16])([O-:15])[CH3:14].[K+].C(O)(C)(C)C.Cl. Product: [C:13]([O:15][C:3](=[O:2])[C:4]1[CH:9]=[C:8]([OH:10])[CH:7]=[N:6][CH:5]=1)([CH3:16])([CH3:14])[CH3:12]. The catalyst class is: 1.